This data is from Peptide-MHC class I binding affinity with 185,985 pairs from IEDB/IMGT. The task is: Regression. Given a peptide amino acid sequence and an MHC pseudo amino acid sequence, predict their binding affinity value. This is MHC class I binding data. (1) The peptide sequence is VLADAINGL. The MHC is HLA-A02:01 with pseudo-sequence HLA-A02:01. The binding affinity (normalized) is 0.588. (2) The peptide sequence is TWMDLLRALI. The MHC is HLA-A24:02 with pseudo-sequence HLA-A24:02. The binding affinity (normalized) is 0.552. (3) The binding affinity (normalized) is 0.536. The peptide sequence is IAQSKGLYR. The MHC is HLA-A33:01 with pseudo-sequence HLA-A33:01.